From a dataset of TCR-epitope binding with 47,182 pairs between 192 epitopes and 23,139 TCRs. Binary Classification. Given a T-cell receptor sequence (or CDR3 region) and an epitope sequence, predict whether binding occurs between them. The epitope is RAKFKQLL. The TCR CDR3 sequence is CASSLVGAPRREQYF. Result: 1 (the TCR binds to the epitope).